From a dataset of Full USPTO retrosynthesis dataset with 1.9M reactions from patents (1976-2016). Predict the reactants needed to synthesize the given product. (1) Given the product [CH:20]1([NH:25][C:26]([CH3:33])=[C:27]([C:11](=[O:12])[C:10]2[CH:14]=[C:15]([F:19])[C:16]([F:18])=[CH:17][C:9]=2[F:8])[C:28]([O:30][CH2:31][CH3:32])=[O:29])[CH2:21][CH2:22][CH2:23][CH2:24]1, predict the reactants needed to synthesize it. The reactants are: C(N(CC)CC)C.[F:8][C:9]1[CH:17]=[C:16]([F:18])[C:15]([F:19])=[CH:14][C:10]=1[C:11](Cl)=[O:12].[CH:20]1([NH:25][C:26]([CH3:33])=[CH:27][C:28]([O:30][CH2:31][CH3:32])=[O:29])[CH2:24][CH2:23][CH2:22][CH2:21]1. (2) Given the product [N:35]1([S:29]([NH:32][C:33](=[O:34])[O:27][CH2:26]/[CH:25]=[CH:24]/[C:14]2[CH:15]=[CH:16][C:17]([O:19][CH2:20][CH2:21][O:22][CH3:23])=[CH:18][C:13]=2[O:12][C:3]2[C:2]([Cl:1])=[CH:7][C:6]([C:8]([F:9])([F:11])[F:10])=[CH:5][N:4]=2)(=[O:31])=[O:30])[CH2:39][CH2:38][CH2:37][CH2:36]1, predict the reactants needed to synthesize it. The reactants are: [Cl:1][C:2]1[C:3]([O:12][C:13]2[CH:18]=[C:17]([O:19][CH2:20][CH2:21][O:22][CH3:23])[CH:16]=[CH:15][C:14]=2/[CH:24]=[CH:25]/[CH2:26][OH:27])=[N:4][CH:5]=[C:6]([C:8]([F:11])([F:10])[F:9])[CH:7]=1.Cl[S:29]([N:32]=[C:33]=[O:34])(=[O:31])=[O:30].[NH:35]1[CH2:39][CH2:38][CH2:37][CH2:36]1.Cl.